The task is: Predict the product of the given reaction.. This data is from Forward reaction prediction with 1.9M reactions from USPTO patents (1976-2016). (1) Given the reactants [OH:1][CH2:2]/[CH:3]=[CH:4]/[C:5]1[C:10](=[O:11])[N:9]2[CH:12]=[CH:13][C:14]([CH2:16][CH2:17][C:18]3[S:19][CH:20]=[C:21]([CH:23]([CH3:25])[CH3:24])[N:22]=3)=[CH:15][C:8]2=[N:7][C:6]=1[N:26]1[CH2:31][CH2:30][O:29][CH2:28][CH2:27]1.[CH2:32]([Zn]CC)C.CCCCCC.IC.[Cl-].[NH4+], predict the reaction product. The product is: [OH:1][CH2:2][CH:3]1[CH2:32][CH:4]1[C:5]1[C:10](=[O:11])[N:9]2[CH:12]=[CH:13][C:14]([CH2:16][CH2:17][C:18]3[S:19][CH:20]=[C:21]([CH:23]([CH3:25])[CH3:24])[N:22]=3)=[CH:15][C:8]2=[N:7][C:6]=1[N:26]1[CH2:31][CH2:30][O:29][CH2:28][CH2:27]1. (2) Given the reactants COC(=O)C=CC1C2N(C3C=CC=CC=3)C=NC=2C=C(C(F)(F)F)C=1.[CH3:26][N:27]1[CH2:32]C[N:30]([C:33](=[O:55])[CH:34]=[CH:35][C:36]2[C:44]3[N:43]([C:45]4[CH:50]=[CH:49][CH:48]=[CH:47][CH:46]=4)[CH:42]=[N:41][C:40]=3[CH:39]=[C:38]([C:51]([F:54])([F:53])[F:52])[CH:37]=2)[CH2:29][CH2:28]1, predict the reaction product. The product is: [CH3:32][N:27]([CH3:26])[CH2:28][CH2:29][NH:30][C:33](=[O:55])[CH:34]=[CH:35][C:36]1[C:44]2[N:43]([C:45]3[CH:46]=[CH:47][CH:48]=[CH:49][CH:50]=3)[CH:42]=[N:41][C:40]=2[CH:39]=[C:38]([C:51]([F:52])([F:54])[F:53])[CH:37]=1. (3) Given the reactants [Si]([O:8][CH2:9][C:10]1[N:15]=[C:14]([O:16][CH:17]2[CH2:22][CH2:21][N:20]([C:23]([O:25][C:26]([CH3:29])([CH3:28])[CH3:27])=[O:24])[CH2:19][CH2:18]2)[CH:13]=[CH:12][CH:11]=1)(C(C)(C)C)(C)C.[F-].C([N+](CCCC)(CCCC)CCCC)CCC, predict the reaction product. The product is: [OH:8][CH2:9][C:10]1[N:15]=[C:14]([O:16][CH:17]2[CH2:18][CH2:19][N:20]([C:23]([O:25][C:26]([CH3:29])([CH3:28])[CH3:27])=[O:24])[CH2:21][CH2:22]2)[CH:13]=[CH:12][CH:11]=1.